Dataset: Full USPTO retrosynthesis dataset with 1.9M reactions from patents (1976-2016). Task: Predict the reactants needed to synthesize the given product. (1) The reactants are: [Cl:1][C:2]1[CH:3]=[C:4]2[C:8](=[CH:9][CH:10]=1)[NH:7][C:6](=[O:11])[C:5]2=[O:12].[N+:13]([CH3:16])([O-:15])=[O:14]. Given the product [Cl:1][C:2]1[CH:3]=[C:4]2[C:8](=[CH:9][CH:10]=1)[NH:7][C:6](=[O:11])[C:5]2([OH:12])[CH2:16][N+:13]([O-:15])=[O:14], predict the reactants needed to synthesize it. (2) Given the product [CH:33]1([O:1][C:2]2[CH:3]=[C:4]([C:8]3[N:9]=[C:10]([CH2:13][O:14][C:15]4[CH:25]=[CH:24][C:18]([O:19][CH2:20][C:21]([O:23][CH3:27])=[O:22])=[C:17]([CH3:26])[CH:16]=4)[S:11][CH:12]=3)[CH:5]=[CH:6][CH:7]=2)[CH2:37][CH2:36][CH2:35][CH2:34]1, predict the reactants needed to synthesize it. The reactants are: [OH:1][C:2]1[CH:3]=[C:4]([C:8]2[N:9]=[C:10]([CH2:13][O:14][C:15]3[CH:25]=[CH:24][C:18]([O:19][CH2:20][C:21]([OH:23])=[O:22])=[C:17]([CH3:26])[CH:16]=3)[S:11][CH:12]=2)[CH:5]=[CH:6][CH:7]=1.[C:27]([O-])([O-])=O.[K+].[K+].[CH:33]1(Br)[CH2:37][CH2:36][CH2:35][CH2:34]1. (3) The reactants are: C[O:2][C:3]1[CH:8]=[CH:7][CH:6]=[CH:5][C:4]=1[CH2:9][C:10]([NH:12][C:13]1[CH:18]=[CH:17][C:16]([N:19]2[C:25](=[O:26])[CH2:24][C:23](=[O:27])[NH:22][C:21]3[C:28]4[C:33]([CH:34]=[CH:35][C:20]2=3)=[CH:32][CH:31]=[CH:30][CH:29]=4)=[CH:15][CH:14]=1)=[O:11].B(Br)(Br)Br. Given the product [OH:2][C:3]1[CH:8]=[CH:7][CH:6]=[CH:5][C:4]=1[CH2:9][C:10]([NH:12][C:13]1[CH:14]=[CH:15][C:16]([N:19]2[C:25](=[O:26])[CH2:24][C:23](=[O:27])[NH:22][C:21]3[C:28]4[C:33]([CH:34]=[CH:35][C:20]2=3)=[CH:32][CH:31]=[CH:30][CH:29]=4)=[CH:17][CH:18]=1)=[O:11], predict the reactants needed to synthesize it. (4) Given the product [CH2:1]=[CH:2][CH:5]([OH:11])[CH2:6]/[CH:7]=[CH:8]\[CH2:9][CH3:10], predict the reactants needed to synthesize it. The reactants are: [CH:1]([Mg]Cl)=[CH2:2].[CH:5](=[O:11])[CH2:6]/[CH:7]=[CH:8]\[CH2:9][CH3:10].[Cl-].[NH4+]. (5) Given the product [CH2:30]([S:10][CH:13]1[C:18]([C:19]([O:21][CH2:22][CH3:23])=[O:20])=[CH:17][CH2:16][CH2:15][CH2:14]1)[C:24]1[CH:29]=[CH:28][CH:27]=[CH:26][CH:25]=1, predict the reactants needed to synthesize it. The reactants are: FC1C=C(F)C=CC=1N[S:10]([CH:13]1[C:18]([C:19]([O:21][CH2:22][CH3:23])=[O:20])=[CH:17][CH2:16][CH2:15][CH2:14]1)(=O)=O.[C:24]1([CH2:30]S)[CH:29]=[CH:28][CH:27]=[CH:26][CH:25]=1.C1CCN2C(=NCCC2)CC1. (6) Given the product [CH3:1][CH:2]([CH2:5][CH2:6][CH3:7])[CH:3]([OH:4])[CH2:13][N+:10]([O-:12])=[O:11], predict the reactants needed to synthesize it. The reactants are: [CH3:1][CH:2]([CH2:5][CH2:6][CH3:7])[CH:3]=[O:4].[F-].[K+].[N+:10]([CH3:13])([O-:12])=[O:11]. (7) Given the product [Cl:16][C:15]1[C:10]([C:9]([NH:8][C:5]2[CH:6]=[N:7][C:2]([NH:78][C:79]3[S:80][C:81]([CH3:84])=[CH:82][N:83]=3)=[CH:3][CH:4]=2)=[O:25])=[C:11]([F:24])[C:12]([NH:17][S:18]([CH2:21][CH2:22][CH3:23])(=[O:20])=[O:19])=[CH:13][CH:14]=1, predict the reactants needed to synthesize it. The reactants are: Br[C:2]1[N:7]=[CH:6][C:5]([NH:8][C:9](=[O:25])[C:10]2[C:15]([Cl:16])=[CH:14][CH:13]=[C:12]([NH:17][S:18]([CH2:21][CH2:22][CH3:23])(=[O:20])=[O:19])[C:11]=2[F:24])=[CH:4][CH:3]=1.C1C=CC(P(C2C(C3C(P(C4C=CC=CC=4)C4C=CC=CC=4)=CC=C4C=3C=CC=C4)=C3C(C=CC=C3)=CC=2)C2C=CC=CC=2)=CC=1.CC(C)([O-])C.[K+].[NH2:78][C:79]1[S:80][C:81]([CH3:84])=[CH:82][N:83]=1. (8) Given the product [OH:33][CH2:32][C:30]1[CH:29]=[CH:28][N:27]=[C:26]([CH2:25][NH:5][CH2:6][C:7]([NH:8][CH:9]2[CH2:14][CH2:13][N:12]([CH2:15][C:16]3[CH:21]=[CH:20][CH:19]=[CH:18][C:17]=3[O:22][CH3:23])[CH2:11][CH2:10]2)=[O:24])[CH:31]=1, predict the reactants needed to synthesize it. The reactants are: FC(F)(F)C([N:5]([CH2:25][C:26]1[CH:31]=[C:30]([C:32](OCC)=[O:33])[CH:29]=[CH:28][N:27]=1)[CH2:6][C:7](=[O:24])[NH:8][CH:9]1[CH2:14][CH2:13][N:12]([CH2:15][C:16]2[CH:21]=[CH:20][CH:19]=[CH:18][C:17]=2[O:22][CH3:23])[CH2:11][CH2:10]1)=O.[BH4-].[Na+]. (9) The reactants are: [C:1]1(=[O:5])[CH2:4][CH2:3][CH2:2]1.[CH2:6]([Mg]Br)[CH:7]=[CH2:8].CCOCC.O([Si:24]([C:27]([CH3:30])([CH3:29])[CH3:28])([CH3:26])[CH3:25])S(C(F)(F)F)(=O)=O.C(=O)=O.Cl. Given the product [CH2:6]([C:1]1([O:5][Si:24]([C:27]([CH3:30])([CH3:29])[CH3:28])([CH3:26])[CH3:25])[CH2:4][CH2:3][CH2:2]1)[CH:7]=[CH2:8], predict the reactants needed to synthesize it. (10) Given the product [CH2:26]([O:25][P:24]([CH2:22][C:19]1[CH:18]=[N:17][C:16]([NH2:8])=[CH:21][CH:20]=1)(=[O:31])[O:28][CH2:29][CH3:30])[CH3:27], predict the reactants needed to synthesize it. The reactants are: C(OC([N:8]([C:16]1[CH:21]=[CH:20][C:19]([CH2:22]Br)=[CH:18][N:17]=1)C(OC(C)(C)C)=O)=O)(C)(C)C.[P:24]([O:31]CC)([O:28][CH2:29][CH3:30])[O:25][CH2:26][CH3:27].Cl.C([O-])(O)=O.[Na+].